Dataset: Catalyst prediction with 721,799 reactions and 888 catalyst types from USPTO. Task: Predict which catalyst facilitates the given reaction. (1) Reactant: I[C:2]1[CH:7]=[CH:6][C:5]([CH:8]([CH3:10])[CH3:9])=[CH:4][CH:3]=1.[CH2:11]([NH:13][C:14](=[O:25])[CH:15]([C:17]1[CH:22]=[CH:21][C:20]([C:23]#[CH:24])=[CH:19][CH:18]=1)[CH3:16])[CH3:12].CC(N)CC.O. Product: [CH2:11]([NH:13][C:14](=[O:25])[CH:15]([C:17]1[CH:18]=[CH:19][C:20]([C:23]#[C:24][C:2]2[CH:7]=[CH:6][C:5]([CH:8]([CH3:10])[CH3:9])=[CH:4][CH:3]=2)=[CH:21][CH:22]=1)[CH3:16])[CH3:12]. The catalyst class is: 516. (2) Reactant: [CH3:1][Si](C=[N+]=[N-])(C)C.[C:8]([C:10]1[CH:15]=[CH:14][C:13]([N:16]2[CH2:21][CH2:20][CH:19]([C:22]([OH:24])=[O:23])[CH2:18][CH2:17]2)=[CH:12][CH:11]=1)#[N:9].C(O)(=O)C. Product: [C:8]([C:10]1[CH:11]=[CH:12][C:13]([N:16]2[CH2:17][CH2:18][CH:19]([C:22]([O:24][CH3:1])=[O:23])[CH2:20][CH2:21]2)=[CH:14][CH:15]=1)#[N:9]. The catalyst class is: 36. (3) Reactant: [Cl:1][C:2]1[CH:3]=[N:4][CH:5]=[CH:6][C:7]=1[N:8]1[CH:13]=[CH:12][C:11](OC)=[C:10]([C:16]#[N:17])[C:9]1=[O:18].O.[NH2:20][NH2:21].C(O)C. Product: [NH2:17][C:16]1[C:10]2[C:9](=[O:18])[N:8]([C:7]3[CH:6]=[CH:5][N:4]=[CH:3][C:2]=3[Cl:1])[CH:13]=[CH:12][C:11]=2[NH:21][N:20]=1. The catalyst class is: 9. (4) Reactant: [C:1]1(/[CH:7]=[CH:8]/[C:9]2[CH:10]=[CH:11][C:12]([NH:18][C:19](=[O:21])[CH3:20])=[C:13]([CH:17]=2)[C:14]([OH:16])=[O:15])[CH:6]=[CH:5][CH:4]=[CH:3][CH:2]=1.[C:22](=O)([O-])[O-].[K+].[K+].CI. Product: [C:1]1(/[CH:7]=[CH:8]/[C:9]2[CH:10]=[CH:11][C:12]([NH:18][C:19](=[O:21])[CH3:20])=[C:13]([CH:17]=2)[C:14]([O:16][CH3:22])=[O:15])[CH:2]=[CH:3][CH:4]=[CH:5][CH:6]=1. The catalyst class is: 9. (5) Reactant: [F:1][CH2:2][S:3]([C:5]1[CH:10]=[CH:9][C:8]([CH3:11])=[CH:7][CH:6]=1)=O.[CH3:12][C:13]1[CH:14]=[CH:15][CH:16]=[CH:17][C:18]=1[CH3:19].FC(F)(F)S(OS(C(F)(F)F)(=O)=O)(=O)=O.[H+].[B-:36]([F:40])([F:39])([F:38])[F:37]. Product: [F:37][B-:36]([F:40])([F:39])[F:38].[CH3:12][C:13]1[CH:14]=[C:15]([S+:3]([CH2:2][F:1])[C:5]2[CH:10]=[CH:9][C:8]([CH3:11])=[CH:7][CH:6]=2)[CH:16]=[CH:17][C:18]=1[CH3:19]. The catalyst class is: 27. (6) Reactant: [CH2:1]([C:8]1([NH:12]C([NH:12][C:8]2([CH2:1][C:2]3[CH:7]=[CH:6][CH:5]=[CH:4][CH:3]=3)[CH2:11][CH2:10][CH2:9]2)=O)[CH2:11][CH2:10][CH2:9]1)[C:2]1[CH:7]=[CH:6][CH:5]=[CH:4][CH:3]=1.[OH-].[K+]. Product: [CH2:1]([C:8]1([NH2:12])[CH2:11][CH2:10][CH2:9]1)[C:2]1[CH:7]=[CH:6][CH:5]=[CH:4][CH:3]=1. The catalyst class is: 746.